The task is: Predict the reaction yield, written as a fraction of the theoretical maximum amount of product (1.0 means a 100% yield; for example, 0.34 means a 34% yield).. This data is from Reaction yield outcomes from USPTO patents with 853,638 reactions. The yield is 0.670. The reactants are Br[C:2]1[CH:3]=[C:4]([N:8]2[C:12]3[CH:13]([OH:16])[CH2:14][CH2:15][C:11]=3[C:10]([C:17]([O:19][CH2:20][CH3:21])=[O:18])=[N:9]2)[CH:5]=[CH:6][CH:7]=1.[C:22]([C@:24]1([OH:31])[CH2:28][CH2:27][N:26]([CH3:29])[C:25]1=[O:30])#[CH:23]. No catalyst specified. The product is [OH:16][CH:13]1[C:12]2[N:8]([C:4]3[CH:5]=[CH:6][CH:7]=[C:2]([C:23]#[C:22][C@:24]4([OH:31])[CH2:28][CH2:27][N:26]([CH3:29])[C:25]4=[O:30])[CH:3]=3)[N:9]=[C:10]([C:17]([O:19][CH2:20][CH3:21])=[O:18])[C:11]=2[CH2:15][CH2:14]1.